This data is from Reaction yield outcomes from USPTO patents with 853,638 reactions. The task is: Predict the reaction yield, written as a fraction of the theoretical maximum amount of product (1.0 means a 100% yield; for example, 0.34 means a 34% yield). The reactants are [CH:1]([N:4]1[CH:9]=[CH:8][C:7]([C:10]([O:12]C)=[O:11])=[CH:6][C:5]1=[O:14])([CH3:3])[CH3:2].[OH-].[Li+].O1CCCC1.CO. The catalyst is O. The product is [CH:1]([N:4]1[CH:9]=[CH:8][C:7]([C:10]([OH:12])=[O:11])=[CH:6][C:5]1=[O:14])([CH3:3])[CH3:2]. The yield is 0.720.